Dataset: Catalyst prediction with 721,799 reactions and 888 catalyst types from USPTO. Task: Predict which catalyst facilitates the given reaction. (1) The catalyst class is: 122. Reactant: Br[C:2]1[C:7]([F:8])=[CH:6][C:5]([OH:9])=[CH:4][C:3]=1[F:10].[NH:11]1[CH:15]=[CH:14][CH:13]=[N:12]1.C(=NO)C1C(=CC=CC=1)O.C(=O)([O-])[O-].[Cs+].[Cs+]. Product: [F:10][C:3]1[CH:4]=[C:5]([OH:9])[CH:6]=[C:7]([F:8])[C:2]=1[N:11]1[CH:15]=[CH:14][CH:13]=[N:12]1. (2) Reactant: [CH3:1][SH:2].[Na].O1CCCC1.[CH:9]([C:13]1[C:14]([NH:25][CH2:26][C:27]([F:30])([F:29])[F:28])=[N:15][C:16]([N:20]2[CH:24]=[CH:23][CH:22]=[N:21]2)=[N:17][C:18]=1Cl)([CH2:11][CH3:12])[CH3:10]. The catalyst class is: 6. Product: [CH:9]([C:13]1[C:14]([NH:25][CH2:26][C:27]([F:30])([F:29])[F:28])=[N:15][C:16]([N:20]2[CH:24]=[CH:23][CH:22]=[N:21]2)=[N:17][C:18]=1[S:2][CH3:1])([CH2:11][CH3:12])[CH3:10]. (3) Reactant: [Cl:1][C:2]1[CH:3]=[N:4][CH:5]=[C:6]([Cl:25])[C:7]=1[NH:8][C:9]1[NH:10][C:11]2[C:17]3[CH:18]=[C:19]([CH3:21])[O:20][C:16]=3[C:15]([C:22]([OH:24])=O)=[CH:14][C:12]=2[N:13]=1.[CH3:26][C:27]([CH3:32])([CH3:31])[CH:28]([NH2:30])[CH3:29]. Product: [Cl:1][C:2]1[CH:3]=[N:4][CH:5]=[C:6]([Cl:25])[C:7]=1[NH:8][C:9]1[NH:10][C:11]2[C:17]3[CH:18]=[C:19]([CH3:21])[O:20][C:16]=3[C:15]([C:22]([NH:30][CH:28]([C:27]([CH3:32])([CH3:31])[CH3:26])[CH3:29])=[O:24])=[CH:14][C:12]=2[N:13]=1. The catalyst class is: 3.